From a dataset of Forward reaction prediction with 1.9M reactions from USPTO patents (1976-2016). Predict the product of the given reaction. (1) Given the reactants [CH:1]([N:4]1[C:8]([C:9]2[N:10]=[C:11]3[C:17]4[CH:18]=[CH:19][C:20](/[CH:22]=[CH:23]/[C:24]([O:26][CH3:27])=[O:25])=[CH:21][C:16]=4[O:15][CH2:14][CH2:13][N:12]3[CH:28]=2)=[N:7][C:6]([CH3:29])=[N:5]1)([CH3:3])[CH3:2], predict the reaction product. The product is: [CH:1]([N:4]1[C:8]([C:9]2[N:10]=[C:11]3[C:17]4[CH:18]=[CH:19][C:20]([CH2:22][CH2:23][C:24]([O:26][CH3:27])=[O:25])=[CH:21][C:16]=4[O:15][CH2:14][CH2:13][N:12]3[CH:28]=2)=[N:7][C:6]([CH3:29])=[N:5]1)([CH3:2])[CH3:3]. (2) Given the reactants C([O:3][CH:4](OCC)[CH2:5][O:6][C@H:7]([CH2:17][CH:18]=[CH2:19])[CH2:8][O:9][CH2:10][C:11]1[CH:16]=[CH:15][CH:14]=[CH:13][CH:12]=1)C.Cl, predict the reaction product. The product is: [CH2:10]([O:9][CH2:8][C@H:7]([O:6][CH2:5][CH:4]=[O:3])[CH2:17][CH:18]=[CH2:19])[C:11]1[CH:16]=[CH:15][CH:14]=[CH:13][CH:12]=1. (3) Given the reactants [C:1]1([C:8]2[CH:13]=[CH:12][CH:11]=[CH:10][CH:9]=2)[CH:6]=[CH:5][C:4]([NH2:7])=[CH:3][CH:2]=1.[CH:14]1([O:17][C:18]2[CH:26]=[CH:25][C:21]([C:22](O)=[O:23])=[CH:20][C:19]=2[N+:27]([O-:29])=[O:28])[CH2:16][CH2:15]1.C1CN([P+](ON2N=NC3C=CC=CC2=3)(N2CCCC2)N2CCCC2)CC1.F[P-](F)(F)(F)(F)F.C(N(C(C)C)C(C)C)C, predict the reaction product. The product is: [C:1]1([C:8]2[CH:13]=[CH:12][CH:11]=[CH:10][CH:9]=2)[CH:2]=[CH:3][C:4]([NH:7][C:22](=[O:23])[C:21]2[CH:25]=[CH:26][C:18]([O:17][CH:14]3[CH2:16][CH2:15]3)=[C:19]([N+:27]([O-:29])=[O:28])[CH:20]=2)=[CH:5][CH:6]=1. (4) Given the reactants [N:1]1[CH:6]=[CH:5][CH:4]=[C:3]([C:7]2[S:11][C:10]([CH:12]=[O:13])=[CH:9][CH:8]=2)[CH:2]=1.[BH4-].[Na+].C(=O)(O)[O-].[Na+], predict the reaction product. The product is: [N:1]1[CH:6]=[CH:5][CH:4]=[C:3]([C:7]2[S:11][C:10]([CH2:12][OH:13])=[CH:9][CH:8]=2)[CH:2]=1.